This data is from NCI-60 drug combinations with 297,098 pairs across 59 cell lines. The task is: Regression. Given two drug SMILES strings and cell line genomic features, predict the synergy score measuring deviation from expected non-interaction effect. (1) Drug 1: CN(C)C1=NC(=NC(=N1)N(C)C)N(C)C. Drug 2: C1=CC=C(C=C1)NC(=O)CCCCCCC(=O)NO. Cell line: COLO 205. Synergy scores: CSS=8.15, Synergy_ZIP=-0.371, Synergy_Bliss=3.41, Synergy_Loewe=-9.43, Synergy_HSA=-3.04. (2) Drug 1: C1CCC(C1)C(CC#N)N2C=C(C=N2)C3=C4C=CNC4=NC=N3. Drug 2: CNC(=O)C1=NC=CC(=C1)OC2=CC=C(C=C2)NC(=O)NC3=CC(=C(C=C3)Cl)C(F)(F)F. Cell line: TK-10. Synergy scores: CSS=11.9, Synergy_ZIP=-7.75, Synergy_Bliss=-13.6, Synergy_Loewe=-13.9, Synergy_HSA=-13.9. (3) Drug 1: C1CCN(CC1)CCOC2=CC=C(C=C2)C(=O)C3=C(SC4=C3C=CC(=C4)O)C5=CC=C(C=C5)O. Drug 2: CC12CCC3C(C1CCC2=O)CC(=C)C4=CC(=O)C=CC34C. Cell line: UACC-257. Synergy scores: CSS=35.8, Synergy_ZIP=1.92, Synergy_Bliss=3.67, Synergy_Loewe=1.53, Synergy_HSA=1.45. (4) Drug 1: CC1CCC2CC(C(=CC=CC=CC(CC(C(=O)C(C(C(=CC(C(=O)CC(OC(=O)C3CCCCN3C(=O)C(=O)C1(O2)O)C(C)CC4CCC(C(C4)OC)OCCO)C)C)O)OC)C)C)C)OC. Drug 2: CC(C)NC(=O)C1=CC=C(C=C1)CNNC.Cl. Cell line: NCI-H226. Synergy scores: CSS=-2.05, Synergy_ZIP=0.653, Synergy_Bliss=1.80, Synergy_Loewe=-4.22, Synergy_HSA=-1.32. (5) Drug 1: C1CC(=O)NC(=O)C1N2CC3=C(C2=O)C=CC=C3N. Drug 2: COC1=C2C(=CC3=C1OC=C3)C=CC(=O)O2. Cell line: SNB-75. Synergy scores: CSS=6.26, Synergy_ZIP=-1.47, Synergy_Bliss=0.899, Synergy_Loewe=2.25, Synergy_HSA=0.845.